This data is from Forward reaction prediction with 1.9M reactions from USPTO patents (1976-2016). The task is: Predict the product of the given reaction. (1) Given the reactants [N:1]([C@@H:4]([C@H:8]([C:17]1[CH:22]=[CH:21][C:20]([C:23]#[N:24])=[CH:19][CH:18]=1)[C:9]1[CH:14]=[CH:13][C:12]([F:15])=[C:11]([F:16])[CH:10]=1)[C:5](O)=[O:6])=[N+]=[N-].[NH2:25][C:26]1[CH:56]=[CH:55][CH:54]=[C:53]([F:57])[C:27]=1[CH2:28][CH2:29][C@H:30]1[O:35][CH2:34][C@@H:33]([CH2:36][O:37][C:38](=[O:45])[NH:39][CH2:40][C:41]([F:44])([F:43])[F:42])[N:32](C(OC(C)(C)C)=O)[CH2:31]1, predict the reaction product. The product is: [C:23]([C:20]1[CH:21]=[CH:22][C:17]([C@H:8]([C:9]2[CH:14]=[CH:13][C:12]([F:15])=[C:11]([F:16])[CH:10]=2)[C@@H:4]([C:5]([NH:25][C:26]2[CH:56]=[CH:55][CH:54]=[C:53]([F:57])[C:27]=2[CH2:28][CH2:29][C@H:30]2[O:35][CH2:34][C@@H:33]([CH2:36][O:37][C:38](=[O:45])[NH:39][CH2:40][C:41]([F:44])([F:43])[F:42])[NH:32][CH2:31]2)=[O:6])[NH2:1])=[CH:18][CH:19]=1)#[N:24]. (2) Given the reactants [H-].[Na+].[CH3:3][NH:4][C:5](=[O:10])[C:6]([F:9])([F:8])[F:7].Br[CH:12]=[CH:13][CH2:14][CH2:15][CH2:16][CH3:17], predict the reaction product. The product is: [CH2:17]([N:4]([CH3:3])[C:5](=[O:10])[C:6]([F:9])([F:8])[F:7])[CH2:16][CH2:15][CH2:14][CH:13]=[CH2:12]. (3) The product is: [CH2:24]([N:4]1[C:5]2[C:10](=[CH:9][CH:8]=[C:7]([NH:11][C:12](=[O:22])[C:13]3[CH:18]=[CH:17][CH:16]=[CH:15][C:14]=3[N+:19]([O-:21])=[O:20])[CH:6]=2)[C:2]([CH3:23])([CH3:1])[CH2:3]1)[CH3:25]. Given the reactants [CH3:1][C:2]1([CH3:23])[C:10]2[C:5](=[CH:6][C:7]([NH:11][C:12](=[O:22])[C:13]3[CH:18]=[CH:17][CH:16]=[CH:15][C:14]=3[N+:19]([O-:21])=[O:20])=[CH:8][CH:9]=2)[NH:4][CH2:3]1.[CH:24](=O)[CH3:25].[BH-](OC(C)=O)(OC(C)=O)OC(C)=O.[Na+], predict the reaction product. (4) Given the reactants C([N:8]1[CH2:12][C@@H:11]([OH:13])[C@H:10]([OH:14])[CH2:9]1)C1C=CC=CC=1.[C:23](O[C:23]([O:25][C:26]([CH3:29])([CH3:28])[CH3:27])=[O:24])([O:25][C:26]([CH3:29])([CH3:28])[CH3:27])=[O:24], predict the reaction product. The product is: [C:26]([O:25][C:23]([N:8]1[CH2:12][C@@H:11]([OH:13])[C@H:10]([OH:14])[CH2:9]1)=[O:24])([CH3:27])([CH3:28])[CH3:29].